Dataset: Catalyst prediction with 721,799 reactions and 888 catalyst types from USPTO. Task: Predict which catalyst facilitates the given reaction. (1) Reactant: [H-].[Na+].[CH2:3]([OH:5])[CH3:4].[C:6]1(=[O:13])C[CH2:11][CH2:10][CH2:9][CH2:8][CH2:7]1.C(OCC)=O. Product: [CH:3]([CH:4]1[CH2:11][CH2:10][CH2:9][CH2:8][CH2:7][C:6]1=[O:13])=[O:5]. The catalyst class is: 316. (2) Reactant: [H-].[Na+].O=[C:4]([CH2:12][CH2:13][CH2:14][CH3:15])[CH2:5]P(=O)(OC)OC.[CH:16](=[O:21])[CH:17]=[CH:18][CH:19]=[CH2:20].Cl. Product: [CH3:20][CH2:19][CH2:18][CH2:17][C:16](=[O:21])/[CH:5]=[CH:4]/[CH:12]=[CH:13]/[CH:14]=[CH2:15]. The catalyst class is: 216.